This data is from NCI-60 drug combinations with 297,098 pairs across 59 cell lines. The task is: Regression. Given two drug SMILES strings and cell line genomic features, predict the synergy score measuring deviation from expected non-interaction effect. (1) Drug 1: C1=NC2=C(N=C(N=C2N1C3C(C(C(O3)CO)O)O)F)N. Drug 2: CC(C)CN1C=NC2=C1C3=CC=CC=C3N=C2N. Cell line: SNB-19. Synergy scores: CSS=10.6, Synergy_ZIP=-6.24, Synergy_Bliss=0.598, Synergy_Loewe=0.0362, Synergy_HSA=0.352. (2) Drug 1: C1C(C(OC1N2C=C(C(=O)NC2=O)F)CO)O. Cell line: NCI-H226. Synergy scores: CSS=29.1, Synergy_ZIP=-1.39, Synergy_Bliss=-2.00, Synergy_Loewe=-11.1, Synergy_HSA=-3.11. Drug 2: CC1CCCC2(C(O2)CC(NC(=O)CC(C(C(=O)C(C1O)C)(C)C)O)C(=CC3=CSC(=N3)C)C)C. (3) Drug 1: C1CN1C2=NC(=NC(=N2)N3CC3)N4CC4. Drug 2: CN(C)C1=NC(=NC(=N1)N(C)C)N(C)C. Cell line: BT-549. Synergy scores: CSS=19.0, Synergy_ZIP=0.300, Synergy_Bliss=-0.768, Synergy_Loewe=-1.92, Synergy_HSA=-1.83. (4) Drug 1: CCC1=CC2CC(C3=C(CN(C2)C1)C4=CC=CC=C4N3)(C5=C(C=C6C(=C5)C78CCN9C7C(C=CC9)(C(C(C8N6C)(C(=O)OC)O)OC(=O)C)CC)OC)C(=O)OC.C(C(C(=O)O)O)(C(=O)O)O. Drug 2: COC1=CC(=CC(=C1O)OC)C2C3C(COC3=O)C(C4=CC5=C(C=C24)OCO5)OC6C(C(C7C(O6)COC(O7)C8=CC=CS8)O)O. Cell line: SF-295. Synergy scores: CSS=70.7, Synergy_ZIP=-0.478, Synergy_Bliss=-1.64, Synergy_Loewe=-1.87, Synergy_HSA=3.39.